From a dataset of HIV replication inhibition screening data with 41,000+ compounds from the AIDS Antiviral Screen. Binary Classification. Given a drug SMILES string, predict its activity (active/inactive) in a high-throughput screening assay against a specified biological target. (1) The compound is O=NNc1ccc(S(=O)c2ccccc2)cn1.[NaH]. The result is 0 (inactive). (2) The drug is CCOP(=O)(OCC)C(C#N)=Cc1ccc(C)o1. The result is 0 (inactive). (3) The drug is COC(=O)c1nc(-c2nc(CCNC(=O)OC(C)(C)C)sc2Cl)sc1Cl. The result is 0 (inactive). (4) The molecule is O=C(CSC(=S)N1CCCCC1)Nc1nc2c(s1)CCCC2. The result is 0 (inactive). (5) The drug is O=C(c1cccc(=O)c(O)c1)C1OC1c1ccccc1. The result is 0 (inactive).